From a dataset of Reaction yield outcomes from USPTO patents with 853,638 reactions. Predict the reaction yield, written as a fraction of the theoretical maximum amount of product (1.0 means a 100% yield; for example, 0.34 means a 34% yield). (1) The reactants are [Cl:1][C:2]1[C:10]2[C:6](=[N:7][O:8][N:9]=2)[CH:5]=[CH:4][CH:3]=1.[Br:11]Br.[O-]S([O-])=O.[Na+].[Na+]. The catalyst is ClCCl.C(OCC)(=O)C.[Fe]. The product is [Br:11][C:5]1[C:6]2[C:10](=[N:9][O:8][N:7]=2)[C:2]([Cl:1])=[CH:3][CH:4]=1. The yield is 0.930. (2) The reactants are C[O:2][C:3]([CH:5]1[CH2:10][CH2:9][N:8]([C:11]2[CH:16]=[C:15]([CH3:17])[C:14]([C:18](=[O:28])[N:19]([C:21]3[CH:26]=[CH:25][CH:24]=[C:23]([F:27])[CH:22]=3)[CH3:20])=[C:13]([S:29][CH2:30][CH3:31])[N:12]=2)[CH2:7][CH2:6]1)=[O:4].[Li+].[OH-].Cl. The catalyst is CO.C1COCC1. The product is [CH2:30]([S:29][C:13]1[N:12]=[C:11]([N:8]2[CH2:7][CH2:6][CH:5]([C:3]([OH:4])=[O:2])[CH2:10][CH2:9]2)[CH:16]=[C:15]([CH3:17])[C:14]=1[C:18](=[O:28])[N:19]([C:21]1[CH:26]=[CH:25][CH:24]=[C:23]([F:27])[CH:22]=1)[CH3:20])[CH3:31]. The yield is 0.790. (3) The catalyst is C1COCC1. The reactants are [Cl:1][C:2]1[S:3][C:4]([Cl:13])=[CH:5][C:6]=1[C:7](N(OC)C)=[O:8].[C:14]1([Mg]Br)[CH:19]=[CH:18][CH:17]=[CH:16][CH:15]=1.C(OCC)C.[Cl-].[NH4+]. The product is [C:7]([C:6]1[CH:5]=[C:4]([Cl:13])[S:3][C:2]=1[Cl:1])(=[O:8])[C:14]1[CH:19]=[CH:18][CH:17]=[CH:16][CH:15]=1. The yield is 0.560. (4) The product is [F:22][C:21]([F:24])([F:23])[C:17]1([CH2:16][N:13]2[CH2:14][CH2:15][CH:10]([CH2:9][O:8][C:5]3[N:4]=[CH:3][C:2]([C:32]4[CH:33]=[CH:34][C:29]([C:27]([O:26][CH3:25])=[O:28])=[CH:30][CH:31]=4)=[CH:7][N:6]=3)[CH2:11][CH2:12]2)[CH2:20][CH2:19][CH2:18]1. The reactants are Br[C:2]1[CH:3]=[N:4][C:5]([O:8][CH2:9][CH:10]2[CH2:15][CH2:14][N:13]([CH2:16][C:17]3([C:21]([F:24])([F:23])[F:22])[CH2:20][CH2:19][CH2:18]3)[CH2:12][CH2:11]2)=[N:6][CH:7]=1.[CH3:25][O:26][C:27]([C:29]1[CH:34]=[CH:33][C:32](B(O)O)=[CH:31][CH:30]=1)=[O:28].C([O-])([O-])=O.[Cs+].[Cs+].O1CCOCC1. The yield is 0.590. The catalyst is O. (5) The reactants are [Cl:1][C:2]1[C:7]([C:8]([NH:10][C:11]2[CH:34]=[CH:33][C:14]3[CH2:15][CH2:16][C:17]4[C:18]([C:30]([NH2:32])=[O:31])=[N:19][N:20]([C:22]5[CH:27]=[CH:26][C:25]([C:28]#[CH:29])=[CH:24][CH:23]=5)[C:21]=4[C:13]=3[CH:12]=2)=[O:9])=[CH:6][CH:5]=[CH:4][N:3]=1. The catalyst is CN(C=O)C.CS(C)=O. The product is [Cl:1][C:2]1[C:7]([C:8]([NH:10][C:11]2[CH:34]=[CH:33][C:14]3[CH2:15][CH2:16][C:17]4[C:18]([C:30]([NH2:32])=[O:31])=[N:19][N:20]([C:22]5[CH:27]=[CH:26][C:25]([CH:28]=[CH2:29])=[CH:24][CH:23]=5)[C:21]=4[C:13]=3[CH:12]=2)=[O:9])=[CH:6][CH:5]=[CH:4][N:3]=1. The yield is 0.470.